Task: Predict the reactants needed to synthesize the given product.. Dataset: Full USPTO retrosynthesis dataset with 1.9M reactions from patents (1976-2016) (1) Given the product [OH:33][C@H:32]([C:31]1[C:23]([CH3:22])=[C:24]2[C:28](=[CH:29][CH:30]=1)[C:27](=[O:35])[O:26][CH2:25]2)[CH2:34][N:19]1[CH2:20][CH2:21][C:13]2([CH2:12][N:11]([C:8]3[N:9]=[N:10][C:5]([S:2]([CH3:1])(=[O:4])=[O:3])=[CH:6][CH:7]=3)[CH2:15][CH2:14]2)[CH2:17][CH2:18]1, predict the reactants needed to synthesize it. The reactants are: [CH3:1][S:2]([C:5]1[N:10]=[N:9][C:8]([N:11]2[C:15](=O)[CH2:14][C:13]3([CH2:21][CH2:20][NH:19][CH2:18][CH2:17]3)[CH2:12]2)=[CH:7][CH:6]=1)(=[O:4])=[O:3].[CH3:22][C:23]1[C:31]([C@@H:32]2[CH2:34][O:33]2)=[CH:30][CH:29]=[C:28]2[C:24]=1[CH2:25][O:26][C:27]2=[O:35]. (2) Given the product [Br:1][C:2]1[CH:3]=[C:4]2[C:9](=[CH:10][CH:11]=1)[CH:8]=[N+:7]([O-:20])[CH:6]=[CH:5]2, predict the reactants needed to synthesize it. The reactants are: [Br:1][C:2]1[CH:3]=[C:4]2[C:9](=[CH:10][CH:11]=1)[CH:8]=[N:7][CH:6]=[CH:5]2.ClC1C=C(C(OO)=[O:20])C=CC=1.C([O-])(O)=O.[Na+]. (3) The reactants are: [NH2:1][C:2]1[C:11]2[N:10]=[CH:9][C:8]([CH2:12][CH2:13][C:14]3[CH:19]=[CH:18][C:17]([C:20](=O)[CH3:21])=[CH:16][CH:15]=3)=[CH:7][C:6]=2[C:5]2[CH:23]=[CH:24][C:25]([CH3:27])=[CH:26][C:4]=2[N:3]=1.Cl.[NH2:29][OH:30]. Given the product [NH2:1][C:2]1[C:11]2[N:10]=[CH:9][C:8]([CH2:12][CH2:13][C:14]3[CH:19]=[CH:18][C:17]([C:20](=[N:29][OH:30])[CH3:21])=[CH:16][CH:15]=3)=[CH:7][C:6]=2[C:5]2[CH:23]=[CH:24][C:25]([CH3:27])=[CH:26][C:4]=2[N:3]=1, predict the reactants needed to synthesize it. (4) The reactants are: Br[C:2]1[CH:3]=[N:4][C:5]2[N:6]([CH:8]=[C:9]([CH2:11][O:12][C:13]3[CH:18]=[CH:17][CH:16]=[CH:15][N:14]=3)[N:10]=2)[CH:7]=1.[F:19][C:20]([F:31])([F:30])[C:21]1[N:26]=[CH:25][C:24](B(O)O)=[CH:23][CH:22]=1. Given the product [N:14]1[CH:15]=[CH:16][CH:17]=[CH:18][C:13]=1[O:12][CH2:11][C:9]1[N:10]=[C:5]2[N:4]=[CH:3][C:2]([C:24]3[CH:25]=[N:26][C:21]([C:20]([F:31])([F:30])[F:19])=[CH:22][CH:23]=3)=[CH:7][N:6]2[CH:8]=1, predict the reactants needed to synthesize it. (5) Given the product [NH2:1][C:2]1[C:3]([C:11]2[CH:20]=[CH:19][C:14]([C:15]([OH:17])=[O:16])=[C:13]([F:21])[CH:12]=2)=[N:4][C:5]([CH:8]2[CH2:9][CH2:10]2)=[CH:6][N:7]=1, predict the reactants needed to synthesize it. The reactants are: [NH2:1][C:2]1[C:3]([C:11]2[CH:20]=[CH:19][C:14]([C:15]([O:17]C)=[O:16])=[C:13]([F:21])[CH:12]=2)=[N:4][C:5]([CH:8]2[CH2:10][CH2:9]2)=[CH:6][N:7]=1.[Li+].[OH-].Cl.